Regression. Given two drug SMILES strings and cell line genomic features, predict the synergy score measuring deviation from expected non-interaction effect. From a dataset of NCI-60 drug combinations with 297,098 pairs across 59 cell lines. (1) Drug 1: CC1=C(C=C(C=C1)C(=O)NC2=CC(=CC(=C2)C(F)(F)F)N3C=C(N=C3)C)NC4=NC=CC(=N4)C5=CN=CC=C5. Drug 2: CCCCC(=O)OCC(=O)C1(CC(C2=C(C1)C(=C3C(=C2O)C(=O)C4=C(C3=O)C=CC=C4OC)O)OC5CC(C(C(O5)C)O)NC(=O)C(F)(F)F)O. Synergy scores: CSS=25.6, Synergy_ZIP=5.78, Synergy_Bliss=9.78, Synergy_Loewe=10.4, Synergy_HSA=8.87. Cell line: MDA-MB-435. (2) Drug 1: CN1CCC(CC1)COC2=C(C=C3C(=C2)N=CN=C3NC4=C(C=C(C=C4)Br)F)OC. Drug 2: COCCOC1=C(C=C2C(=C1)C(=NC=N2)NC3=CC=CC(=C3)C#C)OCCOC.Cl. Cell line: SK-MEL-5. Synergy scores: CSS=2.57, Synergy_ZIP=5.29, Synergy_Bliss=1.87, Synergy_Loewe=-4.41, Synergy_HSA=-3.04. (3) Drug 1: CNC(=O)C1=CC=CC=C1SC2=CC3=C(C=C2)C(=NN3)C=CC4=CC=CC=N4. Drug 2: C1CN(P(=O)(OC1)NCCCl)CCCl. Cell line: MDA-MB-435. Synergy scores: CSS=-2.61, Synergy_ZIP=-0.384, Synergy_Bliss=-2.20, Synergy_Loewe=-8.03, Synergy_HSA=-4.41. (4) Drug 1: C1=C(C(=O)NC(=O)N1)N(CCCl)CCCl. Drug 2: CC1C(C(=O)NC(C(=O)N2CCCC2C(=O)N(CC(=O)N(C(C(=O)O1)C(C)C)C)C)C(C)C)NC(=O)C3=C4C(=C(C=C3)C)OC5=C(C(=O)C(=C(C5=N4)C(=O)NC6C(OC(=O)C(N(C(=O)CN(C(=O)C7CCCN7C(=O)C(NC6=O)C(C)C)C)C)C(C)C)C)N)C. Cell line: DU-145. Synergy scores: CSS=5.96, Synergy_ZIP=-9.82, Synergy_Bliss=-5.60, Synergy_Loewe=-6.68, Synergy_HSA=-6.83. (5) Drug 1: C1=CN(C(=O)N=C1N)C2C(C(C(O2)CO)O)O.Cl. Drug 2: COCCOC1=C(C=C2C(=C1)C(=NC=N2)NC3=CC=CC(=C3)C#C)OCCOC.Cl. Cell line: UACC-257. Synergy scores: CSS=5.64, Synergy_ZIP=-1.96, Synergy_Bliss=0.764, Synergy_Loewe=-2.88, Synergy_HSA=-0.239. (6) Drug 1: CC1=CC=C(C=C1)C2=CC(=NN2C3=CC=C(C=C3)S(=O)(=O)N)C(F)(F)F. Drug 2: CCC(=C(C1=CC=CC=C1)C2=CC=C(C=C2)OCCN(C)C)C3=CC=CC=C3.C(C(=O)O)C(CC(=O)O)(C(=O)O)O. Cell line: HCC-2998. Synergy scores: CSS=5.53, Synergy_ZIP=-1.91, Synergy_Bliss=-1.66, Synergy_Loewe=0.989, Synergy_HSA=-1.56.